From a dataset of Forward reaction prediction with 1.9M reactions from USPTO patents (1976-2016). Predict the product of the given reaction. (1) Given the reactants [H-].[Na+].[F:3][C:4]1[CH:5]=[C:6]([OH:10])[CH:7]=[CH:8][CH:9]=1.Br[CH2:12][C:13]([O:15][CH2:16][CH3:17])=[O:14], predict the reaction product. The product is: [CH2:16]([O:15][C:13](=[O:14])[CH2:12][O:10][C:6]1[CH:7]=[CH:8][CH:9]=[C:4]([F:3])[CH:5]=1)[CH3:17]. (2) Given the reactants C(OC(=O)[NH:7][C:8]1[N:13]=[CH:12][C:11]([C:14]2[N:15]=[C:16]([N:36]3[CH2:41][CH2:40][O:39][CH2:38][CH2:37]3)[C:17]3[N:23]=[CH:22][C:21]([C:24]4[CH:29]=[CH:28][CH:27]=[C:26]([NH:30][C:31]([CH:33]5[CH2:35][CH2:34]5)=[O:32])[CH:25]=4)=[CH:20][C:18]=3[N:19]=2)=[CH:10][N:9]=1)(C)(C)C.C(Cl)Cl.FC(F)(F)C(O)=O.CO, predict the reaction product. The product is: [NH2:7][C:8]1[N:13]=[CH:12][C:11]([C:14]2[N:15]=[C:16]([N:36]3[CH2:37][CH2:38][O:39][CH2:40][CH2:41]3)[C:17]3[N:23]=[CH:22][C:21]([C:24]4[CH:25]=[C:26]([NH:30][C:31]([CH:33]5[CH2:34][CH2:35]5)=[O:32])[CH:27]=[CH:28][CH:29]=4)=[CH:20][C:18]=3[N:19]=2)=[CH:10][N:9]=1. (3) Given the reactants [H-].[Na+].Cl.[CH2:4]([N:11]1[CH2:16][CH2:15][CH:14]([C:17]([O:19][CH2:20][CH3:21])=[O:18])[C:13](=O)[CH2:12]1)[C:5]1[CH:10]=[CH:9][CH:8]=[CH:7][CH:6]=1.[CH:23]1[CH:28]=[CH:27][C:26](N(S(C(F)(F)F)(=O)=O)S(C(F)(F)F)(=O)=O)=[CH:25][CH:24]=1, predict the reaction product. The product is: [CH2:4]([N:11]1[CH2:12][C:13]([C:23]2[CH:28]=[CH:27][CH:26]=[CH:25][CH:24]=2)=[C:14]([C:17]([O:19][CH2:20][CH3:21])=[O:18])[CH2:15][CH2:16]1)[C:5]1[CH:10]=[CH:9][CH:8]=[CH:7][CH:6]=1.